Dataset: Reaction yield outcomes from USPTO patents with 853,638 reactions. Task: Predict the reaction yield, written as a fraction of the theoretical maximum amount of product (1.0 means a 100% yield; for example, 0.34 means a 34% yield). (1) The reactants are [F:1][C:2]1[CH:3]=[C:4]([CH:14]=[C:15]([F:17])[CH:16]=1)[C:5]([CH3:13])([CH3:12])[C@@H:6]([C:9]([OH:11])=[O:10])[NH:7][CH3:8].F[P-](F)(F)(F)(F)F.N1(O[P+](N2CCCC2)(N2CCCC2)N2CCCC2)C2C=CC=CC=2N=N1.C(N(C(C)C)CC)(C)C.Cl.[CH3:61]/[C:62](=[CH:68]\[C@@H:69]([N:73]([CH3:82])[C:74](=[O:81])[C@H:75]([C:77]([CH3:80])([CH3:79])[CH3:78])[NH2:76])[CH:70]([CH3:72])[CH3:71])/[C:63]([O:65][CH2:66][CH3:67])=[O:64]. The catalyst is ClCCl.C(OCC)(=O)C. The product is [F:17][C:15]1[CH:14]=[C:4]([CH:3]=[C:2]([F:1])[CH:16]=1)[C:5]([CH3:13])([CH3:12])[C@@H:6]([C:9]([NH:76][C@H:75]([C:74]([N:73]([C@@H:69]([CH:70]([CH3:71])[CH3:72])/[CH:68]=[C:62](\[CH3:61])/[C:63]([O:65][CH2:66][CH3:67])=[O:64])[CH3:82])=[O:81])[C:77]([CH3:79])([CH3:80])[CH3:78])=[O:11])[NH:7][CH3:8].[F:1][C:2]1[CH:3]=[C:4]([CH:14]=[C:15]([F:17])[CH:16]=1)[C:5]([CH3:13])([CH3:12])[C@H:6]([C:9]([NH:76][C@H:75]([C:74]([N:73]([C@@H:69]([CH:70]([CH3:72])[CH3:71])/[CH:68]=[C:62](\[CH3:61])/[C:63]([O:65][CH2:66][CH3:67])=[O:64])[CH3:82])=[O:81])[C:77]([CH3:79])([CH3:78])[CH3:80])=[O:10])[NH:7][CH3:8]. The yield is 0.210. (2) The reactants are [Cl:1][C:2]1[C:3]([CH3:37])=[N:4][O:5][C:6]=1[N:7](COCCOC)[S:8]([C:11]1[C:19]2[C:14](=[N:15][CH:16]=[CH:17][CH:18]=2)[S:13][C:12]=1[CH2:20][C:21]1[CH:26]=[C:25]2[O:27][CH2:28][O:29][C:24]2=[CH:23][C:22]=1[CH3:30])(=[O:10])=[O:9].Cl. The catalyst is CO. The product is [Cl:1][C:2]1[C:3]([CH3:37])=[N:4][O:5][C:6]=1[NH:7][S:8]([C:11]1[C:19]2[C:14](=[N:15][CH:16]=[CH:17][CH:18]=2)[S:13][C:12]=1[CH2:20][C:21]1[CH:26]=[C:25]2[O:27][CH2:28][O:29][C:24]2=[CH:23][C:22]=1[CH3:30])(=[O:9])=[O:10]. The yield is 0.630. (3) The reactants are C(OC(=O)[NH:7][CH2:8][CH2:9][N:10]1[C:14]([C:15](=O)[CH3:16])=[CH:13][C:12]([CH2:18][O:19][C:20]2[CH:25]=[CH:24][CH:23]=[CH:22][CH:21]=2)=[N:11]1)(C)(C)C. The catalyst is Cl.O1CCOCC1. The product is [CH3:16][C:15]1[C:14]2[N:10]([N:11]=[C:12]([CH2:18][O:19][C:20]3[CH:25]=[CH:24][CH:23]=[CH:22][CH:21]=3)[CH:13]=2)[CH2:9][CH2:8][N:7]=1. The yield is 0.990. (4) The reactants are [F:1][C:2]1[C:10]([O:11][CH3:12])=[CH:9][CH:8]=[CH:7][C:3]=1C(O)=O.C(N(CC)CC)C.C1(P(N=[N+]=[N-])(C2C=CC=CC=2)=O)C=CC=CC=1.[NH2:37][CH2:38][C:39]([NH2:42])([CH3:41])[CH3:40].[NH2:43][C:44](N)=[O:45]. The catalyst is C1(C)C=CC=CC=1.C(Cl)Cl.O. The product is [NH2:42][C:39]([CH3:41])([CH3:40])[CH2:38][NH:37][C:44]([NH:43][C:3]1[CH:7]=[CH:8][CH:9]=[C:10]([O:11][CH3:12])[C:2]=1[F:1])=[O:45]. The yield is 0.620.